From a dataset of Peptide-MHC class I binding affinity with 185,985 pairs from IEDB/IMGT. Regression. Given a peptide amino acid sequence and an MHC pseudo amino acid sequence, predict their binding affinity value. This is MHC class I binding data. (1) The peptide sequence is VPLDEDFRKY. The MHC is HLA-B44:03 with pseudo-sequence HLA-B44:03. The binding affinity (normalized) is 0. (2) The peptide sequence is TYGPVFMCL. The MHC is HLA-A02:03 with pseudo-sequence HLA-A02:03. The binding affinity (normalized) is 0. (3) The peptide sequence is SMYPSCCCTK. The binding affinity (normalized) is 0. The MHC is HLA-A02:02 with pseudo-sequence HLA-A02:02. (4) The peptide sequence is SSNERSSCI. The MHC is Mamu-A02 with pseudo-sequence Mamu-A02. The binding affinity (normalized) is 0.